This data is from Forward reaction prediction with 1.9M reactions from USPTO patents (1976-2016). The task is: Predict the product of the given reaction. (1) Given the reactants [F:1][C:2]([F:7])([F:6])[C:3]([OH:5])=[O:4].[F:8][C:9]([F:14])([F:13])[C:10]([OH:12])=[O:11].[CH3:15][C:16]1[CH:25]=[C:24]([CH2:26][O:27][C:28]2[CH:33]=[CH:32][C:31]([C:34]3([N:43]4[CH2:48][CH2:47][N:46](C(OC(C)(C)C)=O)[CH2:45][CH2:44]4)[C:39](=[O:40])[NH:38][C:37](=[O:41])[NH:36][C:35]3=[O:42])=[CH:30][CH:29]=2)[C:23]2[C:18](=[CH:19][CH:20]=[CH:21][CH:22]=2)[N:17]=1, predict the reaction product. The product is: [F:1][C:2]([F:7])([F:6])[C:3]([OH:5])=[O:4].[F:8][C:9]([F:14])([F:13])[C:10]([OH:12])=[O:11].[F:1][C:2]([F:7])([F:6])[C:3]([OH:5])=[O:4].[CH3:15][C:16]1[CH:25]=[C:24]([CH2:26][O:27][C:28]2[CH:29]=[CH:30][C:31]([C:34]3([N:43]4[CH2:48][CH2:47][NH:46][CH2:45][CH2:44]4)[C:39](=[O:40])[NH:38][C:37](=[O:41])[NH:36][C:35]3=[O:42])=[CH:32][CH:33]=2)[C:23]2[C:18](=[CH:19][CH:20]=[CH:21][CH:22]=2)[N:17]=1. (2) Given the reactants [CH3:1][O:2][C:3]1[CH:11]=[CH:10][C:6]([C:7](O)=[O:8])=[C:5]([N+:12]([O-:14])=[O:13])[CH:4]=1.C(Cl)(=O)C([Cl:18])=O.CN(C=O)C, predict the reaction product. The product is: [CH3:1][O:2][C:3]1[CH:11]=[CH:10][C:6]([C:7]([Cl:18])=[O:8])=[C:5]([N+:12]([O-:14])=[O:13])[CH:4]=1.